This data is from Full USPTO retrosynthesis dataset with 1.9M reactions from patents (1976-2016). The task is: Predict the reactants needed to synthesize the given product. (1) Given the product [C:20]([C:8]1[C:7]2[O:23][C:1](=[O:2])[NH:5][C:6]=2[CH:11]=[C:10]([O:12][CH2:13][C:14]2[CH:19]=[CH:18][CH:17]=[CH:16][CH:15]=2)[CH:9]=1)(=[O:22])[CH3:21], predict the reactants needed to synthesize it. The reactants are: [C:1](Cl)(Cl)=[O:2].[NH2:5][C:6]1[C:7]([OH:23])=[C:8]([C:20](=[O:22])[CH3:21])[CH:9]=[C:10]([O:12][CH2:13][C:14]2[CH:19]=[CH:18][CH:17]=[CH:16][CH:15]=2)[CH:11]=1.[Cl-].[NH4+].Cl. (2) Given the product [O:19]=[S:11]1(=[O:20])[C:12]2[CH:18]=[CH:17][CH:16]=[CH:15][C:13]=2[NH:14][C:9]([C:6]2[C:7](=[O:8])[N:2]([N:1]=[CH:25][C:26]3[CH:33]=[CH:32][C:29]([CH3:30])=[CH:28][CH:27]=3)[C:3]3[CH:24]=[CH:23][S:22][C:4]=3[C:5]=2[OH:21])=[N:10]1, predict the reactants needed to synthesize it. The reactants are: [NH2:1][N:2]1[C:7](=[O:8])[C:6]([C:9]2[NH:14][C:13]3[CH:15]=[CH:16][CH:17]=[CH:18][C:12]=3[S:11](=[O:20])(=[O:19])[N:10]=2)=[C:5]([OH:21])[C:4]2[S:22][CH:23]=[CH:24][C:3]1=2.[CH3:25][C:26]1[CH:33]=[CH:32][C:29]([CH:30]=O)=[CH:28][CH:27]=1. (3) Given the product [Br:16][C:17]1[CH:22]=[CH:21][C:20]([CH2:23][O:1][C:2]2[CH:3]=[C:4]3[C:8](=[CH:9][CH:10]=2)[NH:7][C:6]([C:11]([O:13][CH2:14][CH3:15])=[O:12])=[CH:5]3)=[CH:19][CH:18]=1, predict the reactants needed to synthesize it. The reactants are: [OH:1][C:2]1[CH:3]=[C:4]2[C:8](=[CH:9][CH:10]=1)[NH:7][C:6]([C:11]([O:13][CH2:14][CH3:15])=[O:12])=[CH:5]2.[Br:16][C:17]1[CH:22]=[CH:21][C:20]([CH2:23]Br)=[CH:19][CH:18]=1.C(=O)([O-])[O-].[K+].[K+]. (4) The reactants are: C([N:9]=[C:10]=[S:11])(=O)C1C=CC=CC=1.[NH:12]1[CH:16]=[CH:15][N:14]=[C:13]1[CH2:17][NH:18][C:19]1[CH:23]=[CH:22][NH:21][C:20]=1[C:24]([O:26]CC)=O. Given the product [NH:14]1[CH:15]=[CH:16][N:12]=[C:13]1[CH2:17][N:18]1[C:19]2[CH:23]=[CH:22][NH:21][C:20]=2[C:24](=[O:26])[NH:9][C:10]1=[S:11], predict the reactants needed to synthesize it. (5) Given the product [CH3:1][C:2]1[CH:3]=[CH:4][C:5]2[N:6]([CH2:16][CH:18]3[CH2:19][O:20]3)[C:7]3[C:12]([C:13]=2[CH:14]=1)=[CH:11][C:10]([CH3:15])=[CH:9][CH:8]=3, predict the reactants needed to synthesize it. The reactants are: [CH3:1][C:2]1[CH:3]=[CH:4][C:5]2[NH:6][C:7]3[C:12]([C:13]=2[CH:14]=1)=[CH:11][C:10]([CH3:15])=[CH:9][CH:8]=3.[CH2:16]([CH:18]1[O:20][CH2:19]1)Cl. (6) Given the product [CH:15]1([C:18]([NH:1][C:2]2[CH:7]=[CH:6][C:5]([SH:8])=[CH:4][CH:3]=2)=[O:19])[CH2:17][CH2:16]1, predict the reactants needed to synthesize it. The reactants are: [NH2:1][C:2]1[CH:7]=[CH:6][C:5]([SH:8])=[CH:4][CH:3]=1.N1C=CC=CC=1.[CH:15]1([C:18](Cl)=[O:19])[CH2:17][CH2:16]1. (7) Given the product [Br:1][C:2]1[CH:3]=[C:4]([CH2:11][C:12]([O:14][CH3:15])=[O:13])[CH:5]=[C:6]([CH:9]=[O:10])[C:7]=1[O:8][CH2:16][O:17][CH2:18][CH2:19][O:20][CH3:21], predict the reactants needed to synthesize it. The reactants are: [Br:1][C:2]1[CH:3]=[C:4]([CH2:11][C:12]([O:14][CH3:15])=[O:13])[CH:5]=[C:6]([CH:9]=[O:10])[C:7]=1[OH:8].[CH3:16][O:17][CH2:18][CH2:19][O:20][CH2:21]Cl. (8) Given the product [NH2:63][CH2:62][CH2:61][NH:64][C:16](=[O:17])[CH:15]([OH:19])[CH2:14][N:13]([C:10]1[N:11]=[CH:12][C:3]2[C:4]([N:9]=1)=[N:5][C:6]([NH2:8])=[N:7][C:2]=2[NH2:1])[CH2:20][C:21]1[C:30]2[C:25](=[CH:26][CH:27]=[CH:28][CH:29]=2)[CH:24]=[CH:23][C:22]=1[O:31][CH2:32][CH3:33], predict the reactants needed to synthesize it. The reactants are: [NH2:1][C:2]1[N:7]=[C:6]([NH2:8])[N:5]=[C:4]2[N:9]=[C:10]([N:13]([CH2:20][C:21]3[C:30]4[C:25](=[CH:26][CH:27]=[CH:28][CH:29]=4)[CH:24]=[CH:23][C:22]=3[O:31][CH2:32][CH3:33])[CH2:14][CH:15]([OH:19])[C:16](O)=[O:17])[N:11]=[CH:12][C:3]=12.CN([P+](Br)(N(C)C)N(C)C)C.F[P-](F)(F)(F)(F)F.CCN(C(C)C)C(C)C.[CH2:61]([NH2:64])[CH2:62][NH2:63].